From a dataset of Aqueous solubility values for 9,982 compounds from the AqSolDB database. Regression/Classification. Given a drug SMILES string, predict its absorption, distribution, metabolism, or excretion properties. Task type varies by dataset: regression for continuous measurements (e.g., permeability, clearance, half-life) or binary classification for categorical outcomes (e.g., BBB penetration, CYP inhibition). For this dataset (solubility_aqsoldb), we predict Y. (1) The compound is C=NO. The Y is 0.577 log mol/L. (2) The compound is CC(Cl)CCl. The Y is -1.62 log mol/L. (3) The drug is CCCCCCCCCCCCCCO. The Y is -5.79 log mol/L. (4) The molecule is Clc1cc(Cl)cc(-c2ccccc2Cl)c1. The Y is -6.30 log mol/L.